Dataset: Reaction yield outcomes from USPTO patents with 853,638 reactions. Task: Predict the reaction yield, written as a fraction of the theoretical maximum amount of product (1.0 means a 100% yield; for example, 0.34 means a 34% yield). (1) The reactants are [CH3:1][N:2]1[C:6]([CH2:7][N:8]([CH3:13])[CH:9]2[CH2:12][O:11][CH2:10]2)=[CH:5][C:4]([NH2:14])=[N:3]1.Br[C:16]1[C:17](=[O:24])[N:18]([CH3:23])[CH:19]=[C:20]([Br:22])[CH:21]=1. No catalyst specified. The product is [Br:22][C:20]1[CH:21]=[C:16]([NH:14][C:4]2[CH:5]=[C:6]([CH2:7][N:8]([CH3:13])[CH:9]3[CH2:10][O:11][CH2:12]3)[N:2]([CH3:1])[N:3]=2)[C:17](=[O:24])[N:18]([CH3:23])[CH:19]=1. The yield is 0.630. (2) The reactants are [Br:1][C:2]1[CH:7]=[C:6]([F:8])[C:5]([F:9])=[CH:4][C:3]=1[OH:10].C([O-])([O-])=O.[K+].[K+].F[C:18]1[CH:23]=[CH:22][CH:21]=[CH:20][N:19]=1. The catalyst is CN(C)C=O.C(OCC)(=O)C. The product is [Br:1][C:2]1[CH:7]=[C:6]([F:8])[C:5]([F:9])=[CH:4][C:3]=1[O:10][C:18]1[CH:23]=[CH:22][CH:21]=[CH:20][N:19]=1. The yield is 0.590. (3) The reactants are [Br:1][C:2]1[CH:3]=[C:4](F)[C:5]([C:8]#[N:9])=[N:6][CH:7]=1.[NH:11]1[CH2:16][CH2:15][O:14][CH2:13][CH2:12]1.CCN(C(C)C)C(C)C. The catalyst is C(#N)C.O. The product is [Br:1][C:2]1[CH:3]=[C:4]([N:11]2[CH2:16][CH2:15][O:14][CH2:13][CH2:12]2)[C:5]([C:8]#[N:9])=[N:6][CH:7]=1. The yield is 0.870.